Dataset: Catalyst prediction with 721,799 reactions and 888 catalyst types from USPTO. Task: Predict which catalyst facilitates the given reaction. Reactant: [F:1][C:2]1[CH:3]=[N:4][CH:5]=[C:6]([F:10])[C:7]=1[CH2:8]O.P(Br)(Br)[Br:12].O. Product: [Br:12][CH2:8][C:7]1[C:2]([F:1])=[CH:3][N:4]=[CH:5][C:6]=1[F:10]. The catalyst class is: 22.